Dataset: Catalyst prediction with 721,799 reactions and 888 catalyst types from USPTO. Task: Predict which catalyst facilitates the given reaction. (1) Reactant: Br[CH2:2][C:3]1[CH:11]=[CH:10][C:6]([C:7]([OH:9])=[O:8])=[CH:5][C:4]=1[N+:12]([O-:14])=[O:13].C(=O)([O-])[O-:16].[Na+].[Na+]. Product: [OH:16][CH2:2][C:3]1[CH:11]=[CH:10][C:6]([C:7]([OH:9])=[O:8])=[CH:5][C:4]=1[N+:12]([O-:14])=[O:13]. The catalyst class is: 283. (2) Reactant: [CH2:1]([C@H:3]1[C@@H:7]([C:8]2[N:12]3[C:13]4[CH:19]=[CH:18][NH:17][C:14]=4[N:15]=[CH:16][C:11]3=[N:10][N:9]=2)[CH2:6][C@@H:5]([NH:20][S:21]([CH:24]2[CH2:26][CH2:25]2)(=[O:23])=[O:22])[CH2:4]1)[CH3:2].[OH-].[K+].[I:29]I.[Cl-].[NH4+]. Product: [CH2:1]([C@H:3]1[C@@H:7]([C:8]2[N:12]3[C:13]4[C:19]([I:29])=[CH:18][NH:17][C:14]=4[N:15]=[CH:16][C:11]3=[N:10][N:9]=2)[CH2:6][C@@H:5]([NH:20][S:21]([CH:24]2[CH2:26][CH2:25]2)(=[O:23])=[O:22])[CH2:4]1)[CH3:2]. The catalyst class is: 3. (3) Reactant: [Cl:1][C:2]1[CH:3]=[CH:4][C:5]2[NH:11][CH2:10][CH2:9][NH:8][CH2:7][C:6]=2[CH:12]=1.CCN(CC)CC.[C:20](OC(=O)C)(=[O:22])[CH3:21]. Product: [C:20]([CH:9]1[NH:8][CH2:7][C:6]2[CH:12]=[C:2]([Cl:1])[CH:3]=[CH:4][C:5]=2[NH:11][CH2:10]1)(=[O:22])[CH3:21]. The catalyst class is: 1. (4) Reactant: [CH:1]([S:4][C:5]1[N:10]=[C:9]([C:11]2[S:12][C:13]3[CH:21]=[CH:20][CH:19]=[CH:18][C:14]=3[C:15](=[O:17])[N:16]=2)[CH:8]=[CH:7][CH:6]=1)([CH3:3])[CH3:2].ClC1C=CC=C(C(OO)=[O:30])C=1. Product: [CH:1]([S:4]([C:5]1[N:10]=[C:9]([C:11]2[S:12][C:13]3[CH:21]=[CH:20][CH:19]=[CH:18][C:14]=3[C:15](=[O:17])[N:16]=2)[CH:8]=[CH:7][CH:6]=1)=[O:30])([CH3:3])[CH3:2]. The catalyst class is: 22. (5) Reactant: [CH3:1][N:2]([CH3:24])[CH2:3][CH2:4][CH2:5][N:6]([CH3:23])[C:7]1[CH:12]=[CH:11][C:10]([C:13]([F:19])([F:18])[C:14]([F:17])([F:16])[F:15])=[CH:9][C:8]=1[N+:20]([O-])=O.[H][H]. Product: [CH3:24][N:2]([CH3:1])[CH2:3][CH2:4][CH2:5][N:6]([CH3:23])[C:7]1[C:8]([NH2:20])=[CH:9][C:10]([C:13]([F:19])([F:18])[C:14]([F:15])([F:16])[F:17])=[CH:11][CH:12]=1. The catalyst class is: 19.